This data is from Forward reaction prediction with 1.9M reactions from USPTO patents (1976-2016). The task is: Predict the product of the given reaction. Given the reactants [OH-].[Na+].C[O:4][C:5](=[O:32])[C:6]1[CH:11]=[CH:10][C:9]([C@@H:12]([N:14]2[CH2:19][CH2:18][C@:17]([CH2:26][C:27]([OH:30])([CH3:29])[CH3:28])([C:20]3[CH:25]=[CH:24][CH:23]=[CH:22][CH:21]=3)[O:16][C:15]2=[O:31])[CH3:13])=[CH:8][CH:7]=1, predict the reaction product. The product is: [OH:30][C:27]([CH3:28])([CH3:29])[CH2:26][C@@:17]1([C:20]2[CH:25]=[CH:24][CH:23]=[CH:22][CH:21]=2)[O:16][C:15](=[O:31])[N:14]([C@H:12]([C:9]2[CH:10]=[CH:11][C:6]([C:5]([OH:32])=[O:4])=[CH:7][CH:8]=2)[CH3:13])[CH2:19][CH2:18]1.